This data is from Forward reaction prediction with 1.9M reactions from USPTO patents (1976-2016). The task is: Predict the product of the given reaction. (1) Given the reactants COC1C=CC(P2(SP(C3C=CC(OC)=CC=3)(=S)S2)=[S:10])=CC=1.[CH3:23][O:24][CH2:25][CH2:26][O:27][CH2:28][CH2:29][O:30][C:31]1[CH:36]=[CH:35][NH:34][C:33](=O)[C:32]=1[CH3:38], predict the reaction product. The product is: [CH3:23][O:24][CH2:25][CH2:26][O:27][CH2:28][CH2:29][O:30][C:31]1[CH:36]=[CH:35][NH:34][C:33](=[S:10])[C:32]=1[CH3:38]. (2) Given the reactants C(NC(C)C)(C)C.C([Li])CCC.[CH3:13][O:14][C:15]1[CH:23]=[C:22]2[C:18]([C:19]([C:27]#[N:28])=[CH:20][N:21]2[CH2:24][CH2:25][CH3:26])=[CH:17][CH:16]=1.I[C:30]1[CH:36]=[CH:35][C:33]([NH2:34])=[CH:32][CH:31]=1.C1(P(C2C=CC=CC=2)C2C=CC=CC=2)C=CC=CC=1, predict the reaction product. The product is: [NH2:34][C:33]1[CH:35]=[CH:36][C:30]([C:20]2[N:21]([CH2:24][CH2:25][CH3:26])[C:22]3[C:18]([C:19]=2[C:27]#[N:28])=[CH:17][CH:16]=[C:15]([O:14][CH3:13])[CH:23]=3)=[CH:31][CH:32]=1. (3) Given the reactants [O:1]=[C:2]([C:8]1[CH:17]=[CH:16][C:15]2[CH2:14][CH2:13][CH2:12][CH2:11][C:10]=2[CH:9]=1)[CH2:3][CH2:4][C:5]([OH:7])=O.[Cl:18][C:19]1[CH:20]=[C:21]2[C:26](=[CH:27][CH:28]=1)[N:25]=[C:24]([NH2:29])[CH:23]=[C:22]2[C:30]1[CH:35]=[CH:34][CH:33]=[CH:32][CH:31]=1, predict the reaction product. The product is: [Cl:18][C:19]1[CH:20]=[C:21]2[C:26](=[CH:27][CH:28]=1)[N:25]=[C:24]([NH:29][C:5](=[O:7])[CH2:4][CH2:3][C:2](=[O:1])[C:8]1[CH:17]=[CH:16][C:15]3[CH2:14][CH2:13][CH2:12][CH2:11][C:10]=3[CH:9]=1)[CH:23]=[C:22]2[C:30]1[CH:35]=[CH:34][CH:33]=[CH:32][CH:31]=1. (4) Given the reactants [H-].[Al+3].[Li+].[H-].[H-].[H-].C(O[C:10]([C@@H:12]1[N:16]2[C:17](=O)[C@@H:18]([CH2:22][C:23]3[C:31]4[C:26](=[CH:27][CH:28]=[CH:29][CH:30]=4)[NH:25][CH:24]=3)[NH:19][C:20](=O)[C@H:15]2[CH2:14][CH2:13]1)=[O:11])C.[OH-].[Na+].C(N(C(C)C)CC)(C)C.[F:44][C:45]([F:60])([F:59])[C:46]1[CH:47]=[C:48]([CH:52]=[C:53]([C:55]([F:58])([F:57])[F:56])[CH:54]=1)[C:49](Cl)=[O:50], predict the reaction product. The product is: [F:44][C:45]([F:59])([F:60])[C:46]1[CH:47]=[C:48]([C:49]([N:19]2[C@H:18]([CH2:22][C:23]3[C:31]4[C:26](=[CH:27][CH:28]=[CH:29][CH:30]=4)[NH:25][CH:24]=3)[CH2:17][N:16]3[C@@H:12]([CH2:10][OH:11])[CH2:13][CH2:14][C@@H:15]3[CH2:20]2)=[O:50])[CH:52]=[C:53]([C:55]([F:56])([F:57])[F:58])[CH:54]=1. (5) Given the reactants [CH2:1]([O:8][C:9]1[C:10]([O:24][CH3:25])=[CH:11][C:12]([Br:23])=[C:13]([CH:15]([CH:17]2[CH2:22][CH2:21][CH2:20][CH2:19][CH2:18]2)[OH:16])[CH:14]=1)[C:2]1[CH:7]=[CH:6][CH:5]=[CH:4][CH:3]=1.C(N(CC)CC)C.CS(C)=O.O, predict the reaction product. The product is: [CH2:1]([O:8][C:9]1[C:10]([O:24][CH3:25])=[CH:11][C:12]([Br:23])=[C:13]([C:15]([CH:17]2[CH2:22][CH2:21][CH2:20][CH2:19][CH2:18]2)=[O:16])[CH:14]=1)[C:2]1[CH:3]=[CH:4][CH:5]=[CH:6][CH:7]=1. (6) Given the reactants [N:1]1[CH:6]=[CH:5][CH:4]=[CH:3][C:2]=1[CH2:7][S:8][CH2:9][C@H:10]([NH:15][CH:16]([C:21]1[CH:26]=[CH:25][C:24]([F:27])=[CH:23][CH:22]=1)[C:17]([F:20])([F:19])[F:18])[C:11]([O:13]C)=[O:12].[OH-].[Na+], predict the reaction product. The product is: [N:1]1[CH:6]=[CH:5][CH:4]=[CH:3][C:2]=1[CH2:7][S:8][CH2:9][C@H:10]([NH:15][CH:16]([C:21]1[CH:26]=[CH:25][C:24]([F:27])=[CH:23][CH:22]=1)[C:17]([F:20])([F:18])[F:19])[C:11]([OH:13])=[O:12]. (7) Given the reactants [Cl:1][C:2]1[C:6]2[C:7]3[N:8]([C:11]([CH3:14])=[N:12][N:13]=3)C=[N:10][C:5]=2[S:4][CH:3]=1.CNCCN, predict the reaction product. The product is: [Cl:1][C:2]1[C:6]([C:7]2[NH:13][N:12]=[C:11]([CH3:14])[N:8]=2)=[C:5]([NH2:10])[S:4][CH:3]=1.